This data is from NCI-60 drug combinations with 297,098 pairs across 59 cell lines. The task is: Regression. Given two drug SMILES strings and cell line genomic features, predict the synergy score measuring deviation from expected non-interaction effect. (1) Drug 1: CN(C)C1=NC(=NC(=N1)N(C)C)N(C)C. Drug 2: COCCOC1=C(C=C2C(=C1)C(=NC=N2)NC3=CC=CC(=C3)C#C)OCCOC.Cl. Cell line: OVCAR-8. Synergy scores: CSS=-4.40, Synergy_ZIP=0.796, Synergy_Bliss=-0.148, Synergy_Loewe=-8.94, Synergy_HSA=-5.42. (2) Drug 2: C1=CC(=C2C(=C1NCCNCCO)C(=O)C3=C(C=CC(=C3C2=O)O)O)NCCNCCO. Drug 1: C1=CC(=CC=C1CCC2=CNC3=C2C(=O)NC(=N3)N)C(=O)NC(CCC(=O)O)C(=O)O. Cell line: HL-60(TB). Synergy scores: CSS=91.3, Synergy_ZIP=5.74, Synergy_Bliss=4.65, Synergy_Loewe=4.06, Synergy_HSA=8.59. (3) Drug 1: COC1=C(C=C2C(=C1)N=CN=C2NC3=CC(=C(C=C3)F)Cl)OCCCN4CCOCC4. Drug 2: C1CC(C1)(C(=O)O)C(=O)O.[NH2-].[NH2-].[Pt+2]. Cell line: NCIH23. Synergy scores: CSS=50.5, Synergy_ZIP=-4.16, Synergy_Bliss=-3.05, Synergy_Loewe=-0.469, Synergy_HSA=0.689. (4) Drug 1: C(=O)(N)NO. Drug 2: C1C(C(OC1N2C=NC(=NC2=O)N)CO)O. Cell line: PC-3. Synergy scores: CSS=6.11, Synergy_ZIP=-2.81, Synergy_Bliss=1.01, Synergy_Loewe=1.54, Synergy_HSA=1.98. (5) Drug 1: CCC1(CC2CC(C3=C(CCN(C2)C1)C4=CC=CC=C4N3)(C5=C(C=C6C(=C5)C78CCN9C7C(C=CC9)(C(C(C8N6C)(C(=O)OC)O)OC(=O)C)CC)OC)C(=O)OC)O.OS(=O)(=O)O. Drug 2: CS(=O)(=O)OCCCCOS(=O)(=O)C. Cell line: UACC-257. Synergy scores: CSS=3.00, Synergy_ZIP=-1.09, Synergy_Bliss=-0.0840, Synergy_Loewe=-2.29, Synergy_HSA=0.0276. (6) Drug 1: C1=CC(=CC=C1C#N)C(C2=CC=C(C=C2)C#N)N3C=NC=N3. Drug 2: CC1=C(C(=CC=C1)Cl)NC(=O)C2=CN=C(S2)NC3=CC(=NC(=N3)C)N4CCN(CC4)CCO. Cell line: SR. Synergy scores: CSS=-2.86, Synergy_ZIP=-1.22, Synergy_Bliss=-5.84, Synergy_Loewe=-8.69, Synergy_HSA=-8.68. (7) Drug 1: CN1C2=C(C=C(C=C2)N(CCCl)CCCl)N=C1CCCC(=O)O.Cl. Drug 2: CN(CC1=CN=C2C(=N1)C(=NC(=N2)N)N)C3=CC=C(C=C3)C(=O)NC(CCC(=O)O)C(=O)O. Cell line: UO-31. Synergy scores: CSS=42.4, Synergy_ZIP=4.77, Synergy_Bliss=2.53, Synergy_Loewe=-47.9, Synergy_HSA=-3.50. (8) Drug 1: CCC1(CC2CC(C3=C(CCN(C2)C1)C4=CC=CC=C4N3)(C5=C(C=C6C(=C5)C78CCN9C7C(C=CC9)(C(C(C8N6C)(C(=O)OC)O)OC(=O)C)CC)OC)C(=O)OC)O.OS(=O)(=O)O. Drug 2: CC12CCC3C(C1CCC2O)C(CC4=C3C=CC(=C4)O)CCCCCCCCCS(=O)CCCC(C(F)(F)F)(F)F. Cell line: HL-60(TB). Synergy scores: CSS=-2.40, Synergy_ZIP=-3.05, Synergy_Bliss=-11.1, Synergy_Loewe=-3.90, Synergy_HSA=-12.5. (9) Drug 1: CC1=C2C(C(=O)C3(C(CC4C(C3C(C(C2(C)C)(CC1OC(=O)C(C(C5=CC=CC=C5)NC(=O)C6=CC=CC=C6)O)O)OC(=O)C7=CC=CC=C7)(CO4)OC(=O)C)O)C)OC(=O)C. Drug 2: CC1=C(N=C(N=C1N)C(CC(=O)N)NCC(C(=O)N)N)C(=O)NC(C(C2=CN=CN2)OC3C(C(C(C(O3)CO)O)O)OC4C(C(C(C(O4)CO)O)OC(=O)N)O)C(=O)NC(C)C(C(C)C(=O)NC(C(C)O)C(=O)NCCC5=NC(=CS5)C6=NC(=CS6)C(=O)NCCC[S+](C)C)O. Cell line: 786-0. Synergy scores: CSS=36.1, Synergy_ZIP=-6.14, Synergy_Bliss=1.73, Synergy_Loewe=2.18, Synergy_HSA=4.50. (10) Drug 1: C1=CC(=C2C(=C1NCCNCCO)C(=O)C3=C(C=CC(=C3C2=O)O)O)NCCNCCO. Drug 2: C1CCC(C(C1)N)N.C(=O)(C(=O)[O-])[O-].[Pt+4]. Cell line: 786-0. Synergy scores: CSS=69.0, Synergy_ZIP=-2.78, Synergy_Bliss=0.953, Synergy_Loewe=2.01, Synergy_HSA=4.91.